This data is from Forward reaction prediction with 1.9M reactions from USPTO patents (1976-2016). The task is: Predict the product of the given reaction. (1) Given the reactants [Cl:1][C:2]1[CH:7]=[CH:6][C:5]([NH:8][C:9]([C:11]2[C:12]([CH3:21])=[N:13][C:14]([C:17]([F:20])([F:19])[F:18])=[CH:15][CH:16]=2)=[O:10])=[CH:4][C:3]=1I.[Br-].C[C:25]1[N:30]=[C:29]([Zn+])[CH:28]=[CH:27][CH:26]=1.[CH2:32]1COCC1, predict the reaction product. The product is: [Cl:1][C:2]1[CH:7]=[CH:6][C:5]([NH:8][C:9]([C:11]2[C:12]([CH3:21])=[N:13][C:14]([C:17]([F:20])([F:19])[F:18])=[CH:15][CH:16]=2)=[O:10])=[CH:4][C:3]=1[C:25]1[C:26]([CH3:32])=[CH:27][CH:28]=[CH:29][N:30]=1. (2) Given the reactants [C:1]([O:5][C:6]([N:8]([C:34]([O:36][C:37]([CH3:40])([CH3:39])[CH3:38])=[O:35])[C:9]1[N:14]=[C:13]([C:15](OC)=[O:16])[CH:12]=[C:11]([N:19]([C:27]([O:29][C:30]([CH3:33])([CH3:32])[CH3:31])=[O:28])[C:20]([O:22][C:23]([CH3:26])([CH3:25])[CH3:24])=[O:21])[N:10]=1)=[O:7])([CH3:4])([CH3:3])[CH3:2].C(OC(OC(C)(C)C)=O)(OC(C)(C)C)=O.C(N(CC)CC)C, predict the reaction product. The product is: [C:37]([O:36][C:34]([N:8]([C:6]([O:5][C:1]([CH3:4])([CH3:3])[CH3:2])=[O:7])[C:9]1[N:14]=[C:13]([CH2:15][OH:16])[CH:12]=[C:11]([N:19]([C:27]([O:29][C:30]([CH3:33])([CH3:32])[CH3:31])=[O:28])[C:20]([O:22][C:23]([CH3:25])([CH3:26])[CH3:24])=[O:21])[N:10]=1)=[O:35])([CH3:38])([CH3:39])[CH3:40]. (3) Given the reactants [NH2:1][C:2]1[C:7]([C:8]([NH2:10])=[O:9])=[C:6](Cl)[N:5]=[C:4]([Cl:12])[N:3]=1.[NH2:13][C:14]1[CH:19]=[CH:18][C:17]([N:20]2[CH2:25][CH2:24][N:23]([C:26]([O:28][C:29]([CH3:32])([CH3:31])[CH3:30])=[O:27])[CH2:22][CH2:21]2)=[CH:16][C:15]=1[O:33][CH3:34].C(N(C(C)C)CC)(C)C, predict the reaction product. The product is: [NH2:1][C:2]1[N:3]=[C:4]([Cl:12])[N:5]=[C:6]([NH:13][C:14]2[CH:19]=[CH:18][C:17]([N:20]3[CH2:25][CH2:24][N:23]([C:26]([O:28][C:29]([CH3:30])([CH3:31])[CH3:32])=[O:27])[CH2:22][CH2:21]3)=[CH:16][C:15]=2[O:33][CH3:34])[C:7]=1[C:8](=[O:9])[NH2:10]. (4) The product is: [CH3:13][O:14][C:15]1[N:20]=[CH:19][C:18]([N:21]2[C:25]([C:26]3[CH:31]=[CH:30][CH:29]=[CH:28][N:27]=3)=[CH:24][C:23]([C:32]([N:34]3[CH2:38][CH2:37][CH2:36][N:35]3[S:9]([CH3:8])(=[O:11])=[O:10])=[O:33])=[N:22]2)=[CH:17][CH:16]=1. Given the reactants C(N(CC)CC)C.[CH3:8][S:9](Cl)(=[O:11])=[O:10].[CH3:13][O:14][C:15]1[N:20]=[CH:19][C:18]([N:21]2[C:25]([C:26]3[CH:31]=[CH:30][CH:29]=[CH:28][N:27]=3)=[CH:24][C:23]([C:32]([N:34]3[CH2:38][CH2:37][CH2:36][NH:35]3)=[O:33])=[N:22]2)=[CH:17][CH:16]=1.O, predict the reaction product. (5) Given the reactants [H-].[Na+].[Si:3]([O:20][CH2:21][CH2:22][O:23][CH2:24][C@H:25]([OH:37])[C:26]([NH:28][C:29]1[CH:34]=[CH:33][C:32]([C:35]#[N:36])=[CH:31][N:30]=1)=[O:27])([C:16]([CH3:19])([CH3:18])[CH3:17])([C:10]1[CH:15]=[CH:14][CH:13]=[CH:12][CH:11]=1)[C:4]1[CH:9]=[CH:8][CH:7]=[CH:6][CH:5]=1.Cl[C:39]1[N:44]=[CH:43][N:42]=[C:41]2[N:45]([C:48]3[C:49]([CH3:56])=[C:50]([CH:53]=[CH:54][CH:55]=3)[C:51]#[N:52])[N:46]=[CH:47][C:40]=12.C(O)(=O)CC(CC(O)=O)(C(O)=O)O, predict the reaction product. The product is: [Si:3]([O:20][CH2:21][CH2:22][O:23][CH2:24][C@H:25]([O:37][C:39]1[N:44]=[CH:43][N:42]=[C:41]2[N:45]([C:48]3[CH:55]=[CH:54][CH:53]=[C:50]([C:51]#[N:52])[C:49]=3[CH3:56])[N:46]=[CH:47][C:40]=12)[C:26]([NH:28][C:29]1[CH:34]=[CH:33][C:32]([C:35]#[N:36])=[CH:31][N:30]=1)=[O:27])([C:16]([CH3:17])([CH3:18])[CH3:19])([C:10]1[CH:11]=[CH:12][CH:13]=[CH:14][CH:15]=1)[C:4]1[CH:5]=[CH:6][CH:7]=[CH:8][CH:9]=1. (6) Given the reactants Br[C:2]1[CH:3]=[C:4]([CH:18]=[CH:19][CH:20]=1)[CH2:5][O:6][C:7]1[CH:12]=[CH:11][CH:10]=[CH:9][C:8]=1[CH2:13][C:14]([O:16]C)=[O:15].CC1(C)C(C)(C)OB([C:29]2[CH:30]=[C:31]([C@H:35]([NH:37]C(=O)OC(C)(C)C)[CH3:36])[CH:32]=[CH:33][CH:34]=2)O1.C(Cl)Cl.[O-]P([O-])([O-])=O.[K+].[K+].[K+], predict the reaction product. The product is: [NH2:37][C@@H:35]([C:31]1[CH:30]=[C:29]([C:2]2[CH:20]=[CH:19][CH:18]=[C:4]([CH2:5][O:6][C:7]3[CH:12]=[CH:11][CH:10]=[CH:9][C:8]=3[CH2:13][C:14]([OH:16])=[O:15])[CH:3]=2)[CH:34]=[CH:33][CH:32]=1)[CH3:36].